This data is from Catalyst prediction with 721,799 reactions and 888 catalyst types from USPTO. The task is: Predict which catalyst facilitates the given reaction. (1) Reactant: [Cl:1][C:2]1[CH:3]=[C:4]([CH:9]([CH2:12][CH2:13][N:14]([CH3:16])[CH3:15])[CH2:10][OH:11])[CH:5]=[CH:6][C:7]=1[Cl:8].C(Cl)(=O)C(Cl)=O.CS(C)=O.C([N+](CCCC)(CCCC)CCCC)CCC. Product: [Cl:1][C:2]1[CH:3]=[C:4]([CH:9]([CH2:12][CH2:13][N:14]([CH3:16])[CH3:15])[CH:10]=[O:11])[CH:5]=[CH:6][C:7]=1[Cl:8]. The catalyst class is: 2. (2) Reactant: [CH:1]1([C:4]2[CH:5]=[N:6][CH:7]=[CH:8][C:9]=2[O:10][CH2:11][C:12]([F:15])([F:14])[F:13])[CH2:3][CH2:2]1.C1C=C(Cl)C=C(C(OO)=[O:24])C=1. Product: [CH:1]1([C:4]2[CH:5]=[N+:6]([O-:24])[CH:7]=[CH:8][C:9]=2[O:10][CH2:11][C:12]([F:15])([F:13])[F:14])[CH2:3][CH2:2]1. The catalyst class is: 2. (3) Reactant: O=[C:2]1[N:21]([CH:22]2[CH2:27][CH2:26][O:25][CH2:24][CH2:23]2)[C:5]2=[N:6][C:7]([C:10]3[CH:11]=[N:12][N:13]4[CH:18]=[CH:17][C:16]([C:19]#[N:20])=[CH:15][C:14]=34)=[CH:8][CH:9]=[C:4]2[NH:3]1.[C:28](OCC)(OCC)(OCC)C.C(Cl)Cl.CO. The catalyst class is: 14. Product: [CH3:28][C:2]1[N:21]([CH:22]2[CH2:27][CH2:26][O:25][CH2:24][CH2:23]2)[C:5]2=[N:6][C:7]([C:10]3[CH:11]=[N:12][N:13]4[CH:18]=[CH:17][C:16]([C:19]#[N:20])=[CH:15][C:14]=34)=[CH:8][CH:9]=[C:4]2[N:3]=1. (4) Reactant: FC1C=C([C:12]2[N:17]=[C:16]3[N:18]([CH2:21][C:22]4[CH:23]=[C:24]5[C:29](=[CH:30][CH:31]=4)[N:28]=[CH:27][CH:26]=[CH:25]5)[N:19]=[N:20][C:15]3=[CH:14][CH:13]=2)C=CC=1C(NC)=O.[CH3:32][N:33]1[CH2:38][CH2:37][NH:36][CH2:35][CH2:34]1.[F-].[Cs+]. Product: [CH3:32][N:33]1[CH2:38][CH2:37][N:36]([C:12]2[N:17]=[C:16]3[N:18]([CH2:21][C:22]4[CH:23]=[C:24]5[C:29](=[CH:30][CH:31]=4)[N:28]=[CH:27][CH:26]=[CH:25]5)[N:19]=[N:20][C:15]3=[CH:14][CH:13]=2)[CH2:35][CH2:34]1. The catalyst class is: 3.